Dataset: Full USPTO retrosynthesis dataset with 1.9M reactions from patents (1976-2016). Task: Predict the reactants needed to synthesize the given product. Given the product [CH2:1]([O:8][C:9]1[CH:14]=[CH:13][C:12]([N:15]([CH3:25])[C:16]([C:18]2[CH:22]=[C:21]([Br:26])[N:20]([CH3:23])[C:19]=2[CH3:24])=[O:17])=[CH:11][CH:10]=1)[C:2]1[CH:3]=[CH:4][CH:5]=[CH:6][CH:7]=1, predict the reactants needed to synthesize it. The reactants are: [CH2:1]([O:8][C:9]1[CH:14]=[CH:13][C:12]([N:15]([CH3:25])[C:16]([C:18]2[CH:22]=[CH:21][N:20]([CH3:23])[C:19]=2[CH3:24])=[O:17])=[CH:11][CH:10]=1)[C:2]1[CH:7]=[CH:6][CH:5]=[CH:4][CH:3]=1.[Br:26]N1C(=O)CCC1=O.